Dataset: Forward reaction prediction with 1.9M reactions from USPTO patents (1976-2016). Task: Predict the product of the given reaction. (1) Given the reactants [N+:1]([C:4]1[CH:11]=[N:10][CH:9]=[CH:8][C:5]=1[CH:6]=[O:7])([O-:3])=[O:2].[CH2:12]([O:19][CH2:20][C@H:21](O)[CH2:22][OH:23])[C:13]1[CH:18]=[CH:17][CH:16]=[CH:15][CH:14]=1.C1(C)C=CC(S(O)(=O)=O)=CC=1, predict the reaction product. The product is: [CH2:12]([O:19][CH2:20][C@H:21]1[CH2:22][O:23][C@H:6]([C:5]2[CH:8]=[CH:9][N:10]=[CH:11][C:4]=2[N+:1]([O-:3])=[O:2])[O:7]1)[C:13]1[CH:18]=[CH:17][CH:16]=[CH:15][CH:14]=1. (2) Given the reactants [NH2:1][C:2]1[CH:3]=[C:4]([C:8]2[N:12]=[C:11]([C@H:13]3[CH2:18][CH2:17][CH2:16][CH2:15][N:14]3[C:19](=[O:28])[CH2:20][O:21][C:22]3[CH:27]=[CH:26][CH:25]=[CH:24][CH:23]=3)[O:10][N:9]=2)[CH:5]=[CH:6][CH:7]=1.CCN(C(C)C)C(C)C.[C:38](Cl)(=[O:40])[CH3:39].O, predict the reaction product. The product is: [O:21]([CH2:20][C:19]([N:14]1[CH2:15][CH2:16][CH2:17][CH2:18][C@@H:13]1[C:11]1[O:10][N:9]=[C:8]([C:4]2[CH:3]=[C:2]([NH:1][C:38](=[O:40])[CH3:39])[CH:7]=[CH:6][CH:5]=2)[N:12]=1)=[O:28])[C:22]1[CH:23]=[CH:24][CH:25]=[CH:26][CH:27]=1. (3) The product is: [CH3:28][C:20]([NH:19][C:18]([C:16]1[S:17][C:13]2[NH:12][N:11]=[C:10]([NH:9][C:7](=[O:8])[C:6]3[CH:5]=[CH:4][C:3]([O:2][CH3:1])=[CH:38][CH:37]=3)[C:14]=2[N:15]=1)=[O:29])([C:22]1[CH:27]=[CH:26][CH:25]=[CH:24][CH:23]=1)[CH3:21]. Given the reactants [CH3:1][O:2][C:3]1[CH:38]=[CH:37][C:6]([C:7]([NH:9][C:10]2[C:14]3[N:15]=[C:16]([C:18](=[O:29])[NH:19][C:20]([CH3:28])([C:22]4[CH:27]=[CH:26][CH:25]=[CH:24][CH:23]=4)[CH3:21])[S:17][C:13]=3[N:12](C(OC(C)(C)C)=O)[N:11]=2)=[O:8])=[CH:5][CH:4]=1.Cl.[Cl-].[Na+], predict the reaction product.